Task: Regression. Given a peptide amino acid sequence and an MHC pseudo amino acid sequence, predict their binding affinity value. This is MHC class I binding data.. Dataset: Peptide-MHC class I binding affinity with 185,985 pairs from IEDB/IMGT (1) The peptide sequence is YMLMGFQLK. The MHC is HLA-A80:01 with pseudo-sequence HLA-A80:01. The binding affinity (normalized) is 0.0847. (2) The binding affinity (normalized) is 0.104. The peptide sequence is SKYAGINIL. The MHC is HLA-A32:01 with pseudo-sequence HLA-A32:01. (3) The peptide sequence is YVADALAAF. The MHC is Patr-B0101 with pseudo-sequence Patr-B0101. The binding affinity (normalized) is 0. (4) The peptide sequence is WALCEALTL. The MHC is H-2-Kb with pseudo-sequence H-2-Kb. The binding affinity (normalized) is 0.216. (5) The peptide sequence is SLTEEFYHSY. The MHC is HLA-A30:01 with pseudo-sequence HLA-A30:01. The binding affinity (normalized) is 0. (6) The peptide sequence is PIFFCLWVY. The MHC is HLA-A68:01 with pseudo-sequence HLA-A68:01. The binding affinity (normalized) is 0.115. (7) The peptide sequence is FTFGDTALY. The MHC is HLA-A68:02 with pseudo-sequence HLA-A68:02. The binding affinity (normalized) is 0.686.